This data is from Forward reaction prediction with 1.9M reactions from USPTO patents (1976-2016). The task is: Predict the product of the given reaction. (1) Given the reactants [Br:1][C:2]1[CH:7]=[C:6]([Cl:8])[CH:5]=[CH:4][C:3]=1[OH:9].C(=O)([O-])[O-].[K+].[K+].Cl[CH2:17][C:18]([CH3:20])=[CH2:19].O, predict the reaction product. The product is: [Br:1][C:2]1[CH:7]=[C:6]([Cl:8])[CH:5]=[CH:4][C:3]=1[O:9][CH2:19][C:18]([CH3:20])=[CH2:17]. (2) The product is: [CH3:7][N:6]1[C:2]([NH:1][C:28](=[O:29])[C:27]2[CH:31]=[CH:32][C:24]([C:23]([F:22])([F:33])[F:34])=[CH:25][CH:26]=2)=[CH:3][C:4]([C:8]2[S:9][CH:10]=[CH:11][CH:12]=2)=[N:5]1. Given the reactants [NH2:1][C:2]1[N:6]([CH3:7])[N:5]=[C:4]([C:8]2[S:9][CH:10]=[CH:11][CH:12]=2)[CH:3]=1.CCN(C(C)C)C(C)C.[F:22][C:23]([F:34])([F:33])[C:24]1[CH:32]=[CH:31][C:27]([C:28](Cl)=[O:29])=[CH:26][CH:25]=1.C(O)C(N)(CO)CO, predict the reaction product. (3) Given the reactants [NH:1]1[CH2:6][CH2:5][CH:4]([CH2:7][OH:8])[CH2:3][CH2:2]1.[CH:9](OC)=[O:10].[OH-].[Na+], predict the reaction product. The product is: [CH:9]([N:1]1[CH2:6][CH2:5][CH:4]([CH2:7][OH:8])[CH2:3][CH2:2]1)=[O:10].